From a dataset of Forward reaction prediction with 1.9M reactions from USPTO patents (1976-2016). Predict the product of the given reaction. (1) Given the reactants Br[C:2]1[CH:7]=[CH:6][C:5]([CH3:8])=[CH:4][N:3]=1.[F:9][C:10]([F:17])([F:16])[C:11]1[CH:15]=[CH:14][NH:13][N:12]=1.C(=O)([O-])[O-].[Cs+].[Cs+].N1C2C(=CC=C3C=2N=CC=C3)C=CC=1.C(=CC(C=CC1C=CC=CC=1)=O)C1C=CC=CC=1, predict the reaction product. The product is: [CH3:8][C:5]1[CH:6]=[CH:7][C:2]([N:13]2[CH:14]=[CH:15][C:11]([C:10]([F:17])([F:16])[F:9])=[N:12]2)=[N:3][CH:4]=1. (2) Given the reactants [CH:1]1[C:13]2[NH:12][C:11]3[C:6](=[CH:7][CH:8]=[CH:9][CH:10]=3)[C:5]=2[CH:4]=[CH:3][N:2]=1.C([Li])CCC.C1C[O:22][CH2:21][CH2:20]1, predict the reaction product. The product is: [CH:1]1[C:13]2[N:12]([CH2:20][CH2:21][OH:22])[C:11]3[C:6](=[CH:7][CH:8]=[CH:9][CH:10]=3)[C:5]=2[CH:4]=[CH:3][N:2]=1. (3) Given the reactants C(OC(=O)[NH:7][C@H:8]1[CH2:11][C@@H:10]([NH:12][C:13]2[N:14]=[CH:15][C:16]3[N:21]=[N:20][N:19]([C:22]4[CH:27]=[CH:26][C:25]([O:28][CH3:29])=[CH:24][CH:23]=4)[C:17]=3[N:18]=2)[CH2:9]1)(C)(C)C.[ClH:31], predict the reaction product. The product is: [ClH:31].[CH3:29][O:28][C:25]1[CH:26]=[CH:27][C:22]([N:19]2[C:17]3[N:18]=[C:13]([NH:12][C@H:10]4[CH2:11][C@@H:8]([NH2:7])[CH2:9]4)[N:14]=[CH:15][C:16]=3[N:21]=[N:20]2)=[CH:23][CH:24]=1. (4) Given the reactants [O:1]1[C:12]2[C:13]3[C:8]([C:9]([C:14]4[C:23]5[C:18](=[CH:19][CH:20]=[CH:21][CH:22]=5)[CH:17]=[C:16]([CH3:24])[C:15]=4[OH:25])=[CH:10][CH:11]=2)=[N:7][CH:6]=[CH:5][C:4]=3[CH2:3][CH2:2]1.N1C(C)=CC=CC=1C.[F:34][C:35]([F:48])([F:47])[S:36](O[S:36]([C:35]([F:48])([F:47])[F:34])(=[O:38])=[O:37])(=[O:38])=[O:37], predict the reaction product. The product is: [F:34][C:35]([F:48])([F:47])[S:36]([O:25][C:15]1[C:16]([CH3:24])=[CH:17][C:18]2[C:23](=[CH:22][CH:21]=[CH:20][CH:19]=2)[C:14]=1[C:9]1[C:8]2[C:13]3=[C:4]([CH2:3][CH2:2][O:1][C:12]3=[CH:11][CH:10]=1)[CH:5]=[CH:6][N:7]=2)(=[O:38])=[O:37]. (5) Given the reactants [C:1]([O:10][CH3:11])(=[O:9])[C:2]1[C:3](=[CH:5][CH:6]=[CH:7][CH:8]=1)[OH:4].C(=O)([O-])[O-].[K+].[K+].Br[CH:19]([CH2:24][CH2:25][CH2:26][CH3:27])[C:20]([O:22][CH3:23])=[O:21], predict the reaction product. The product is: [CH3:23][O:22][C:20]([CH:19]([O:4][C:3]1[CH:5]=[CH:6][CH:7]=[CH:8][C:2]=1[C:1]([O:10][CH3:11])=[O:9])[CH2:24][CH2:25][CH2:26][CH3:27])=[O:21]. (6) The product is: [CH3:1][O:2][C:3]1[CH:4]=[C:5]([NH:6][C:13]2[CH:18]=[CH:17][CH:16]=[C:15]([N:19]3[CH:23]=[CH:22][CH:21]=[N:20]3)[N:14]=2)[CH:7]=[CH:8][C:9]=1[O:10][CH3:11]. Given the reactants [CH3:1][O:2][C:3]1[CH:4]=[C:5]([CH:7]=[CH:8][C:9]=1[O:10][CH3:11])[NH2:6].F[C:13]1[CH:18]=[CH:17][CH:16]=[C:15]([N:19]2[CH:23]=[CH:22][CH:21]=[N:20]2)[N:14]=1, predict the reaction product. (7) Given the reactants [NH2:1][CH:2]([CH2:16][C:17]1[CH:22]=[CH:21][CH:20]=[C:19]([O:23][C:24]([F:29])([F:28])[CH:25]([F:27])[F:26])[CH:18]=1)[CH:3]([C:5]1[N:6]=[C:7]([C:10]2[CH:15]=[CH:14][CH:13]=[CH:12][CH:11]=2)[S:8][CH:9]=1)[OH:4].[C:30]1([C:41](O)=[O:42])[CH:31]=[CH:32][CH:33]=[C:34]2[CH2:40][CH2:39][CH2:38][CH:37]=[CH:36][C:35]=12.O.ON1C2C=CC=CC=2N=N1.Cl.C(N=C=NCCCN(C)C)C, predict the reaction product. The product is: [OH:4][CH:3]([C:5]1[N:6]=[C:7]([C:10]2[CH:15]=[CH:14][CH:13]=[CH:12][CH:11]=2)[S:8][CH:9]=1)[CH:2]([NH:1][C:41]([C:30]1[CH:31]=[CH:32][CH:33]=[C:34]2[CH2:40][CH2:39][CH2:38][CH:37]=[CH:36][C:35]=12)=[O:42])[CH2:16][C:17]1[CH:22]=[CH:21][CH:20]=[C:19]([O:23][C:24]([F:28])([F:29])[CH:25]([F:26])[F:27])[CH:18]=1. (8) Given the reactants [Cl:1][C:2]1[CH:7]=[CH:6][C:5]([C:8]2[C:14]3[CH:15]=[C:16]([O:19][CH3:20])[CH:17]=[CH:18][C:13]=3[N:12]3[C:21]([CH3:24])=[N:22][N:23]=[C:11]3[C@H:10]([CH2:25][C:26](O)=[O:27])[N:9]=2)=[CH:4][CH:3]=1.CCN=C=NCCCN(C)C.C1C=CC2N(O)N=NC=2C=1.[NH2:50][CH2:51][CH2:52][O:53][CH2:54][CH2:55][O:56][CH2:57][CH2:58][O:59][CH2:60][CH2:61][O:62][CH2:63][CH2:64][NH:65][C:66](=[O:72])[O:67][C:68]([CH3:71])([CH3:70])[CH3:69], predict the reaction product. The product is: [Cl:1][C:2]1[CH:7]=[CH:6][C:5]([C:8]2[C:14]3[CH:15]=[C:16]([O:19][CH3:20])[CH:17]=[CH:18][C:13]=3[N:12]3[C:21]([CH3:24])=[N:22][N:23]=[C:11]3[C@H:10]([CH2:25][C:26](=[O:27])[NH:50][CH2:51][CH2:52][O:53][CH2:54][CH2:55][O:56][CH2:57][CH2:58][O:59][CH2:60][CH2:61][O:62][CH2:63][CH2:64][NH:65][C:66](=[O:72])[O:67][C:68]([CH3:69])([CH3:71])[CH3:70])[N:9]=2)=[CH:4][CH:3]=1. (9) Given the reactants Br[C:2]1[N:7]=[C:6]([C:8]#[N:9])[C:5]([O:10][CH3:11])=[CH:4][C:3]=1[O:12][CH3:13].[CH2:14]([Mg]Br)[CH3:15], predict the reaction product. The product is: [CH2:14]([C:2]1[N:7]=[C:6]([C:8]#[N:9])[C:5]([O:10][CH3:11])=[CH:4][C:3]=1[O:12][CH3:13])[CH3:15]. (10) Given the reactants [CH3:1][O:2][CH2:3][N:4]1[C:13]2[CH:14]=[CH:15][C:16]([CH2:18]C(=O)C)=[CH:17][C:12]=2[C:11]2[N:10]=[CH:9][CH:8]=[CH:7][C:6]=2[C:5]1=[O:22].[O:23]1CC[CH2:25][CH2:24]1.CSC.B, predict the reaction product. The product is: [OH:23][CH2:24][CH2:25][CH2:18][C:16]1[CH:15]=[CH:14][C:13]2[N:4]([CH2:3][O:2][CH3:1])[C:5](=[O:22])[C:6]3[CH:7]=[CH:8][CH:9]=[N:10][C:11]=3[C:12]=2[CH:17]=1.